From a dataset of Catalyst prediction with 721,799 reactions and 888 catalyst types from USPTO. Predict which catalyst facilitates the given reaction. (1) Reactant: C(C1C=CC=CC=1OC1C=CC(C2C=CC(OC)=C([N+:22]([O-])=O)C=2)=CC=1N)(C)(C)C.[N:30]([C:33]1[CH:38]=[CH:37][C:36]([CH3:39])=[CH:35][CH:34]=1)=[C:31]=[O:32]. Product: [C:36]1([CH3:39])[CH:37]=[CH:38][C:33]([NH:30][C:31](=[O:32])[NH2:22])=[CH:34][CH:35]=1. The catalyst class is: 1. (2) Reactant: [C:1]1([C:16]2[CH:21]=[CH:20][CH:19]=[CH:18][CH:17]=2)[CH:6]=[CH:5][C:4]([CH:7]([NH:14][CH3:15])[CH2:8][N:9]2[CH2:13][CH2:12][CH2:11][CH2:10]2)=[CH:3][CH:2]=1.[Cl:22][C:23]1[CH:24]=[C:25]([N:30]([CH3:35])[CH2:31][C:32]([OH:34])=O)[CH:26]=[CH:27][C:28]=1[Cl:29].C(N(CC)CC)C. Product: [C:1]1([C:16]2[CH:17]=[CH:18][CH:19]=[CH:20][CH:21]=2)[CH:6]=[CH:5][C:4]([CH:7]([N:14]([CH3:15])[C:32](=[O:34])[CH2:31][N:30]([C:25]2[CH:26]=[CH:27][C:28]([Cl:29])=[C:23]([Cl:22])[CH:24]=2)[CH3:35])[CH2:8][N:9]2[CH2:13][CH2:12][CH2:11][CH2:10]2)=[CH:3][CH:2]=1. The catalyst class is: 4.